From a dataset of NCI-60 drug combinations with 297,098 pairs across 59 cell lines. Regression. Given two drug SMILES strings and cell line genomic features, predict the synergy score measuring deviation from expected non-interaction effect. (1) Drug 1: CC(CN1CC(=O)NC(=O)C1)N2CC(=O)NC(=O)C2. Drug 2: CCCCC(=O)OCC(=O)C1(CC(C2=C(C1)C(=C3C(=C2O)C(=O)C4=C(C3=O)C=CC=C4OC)O)OC5CC(C(C(O5)C)O)NC(=O)C(F)(F)F)O. Cell line: HT29. Synergy scores: CSS=34.4, Synergy_ZIP=-10.1, Synergy_Bliss=1.22, Synergy_Loewe=-0.457, Synergy_HSA=-0.430. (2) Drug 1: C1C(C(OC1N2C=NC3=C(N=C(N=C32)Cl)N)CO)O. Drug 2: COC1=NC(=NC2=C1N=CN2C3C(C(C(O3)CO)O)O)N. Cell line: SF-295. Synergy scores: CSS=6.04, Synergy_ZIP=-0.228, Synergy_Bliss=-2.89, Synergy_Loewe=-7.37, Synergy_HSA=-6.18. (3) Drug 1: CS(=O)(=O)OCCCCOS(=O)(=O)C. Drug 2: COC1=C2C(=CC3=C1OC=C3)C=CC(=O)O2. Cell line: NCI/ADR-RES. Synergy scores: CSS=-2.09, Synergy_ZIP=8.49, Synergy_Bliss=1.67, Synergy_Loewe=3.03, Synergy_HSA=-3.76. (4) Drug 1: C1=CC(=CC=C1CCCC(=O)O)N(CCCl)CCCl. Drug 2: CN(CCCl)CCCl.Cl. Cell line: PC-3. Synergy scores: CSS=21.8, Synergy_ZIP=-7.15, Synergy_Bliss=-6.41, Synergy_Loewe=-4.98, Synergy_HSA=-4.62. (5) Drug 1: C1=NC2=C(N1)C(=S)N=CN2. Drug 2: CS(=O)(=O)OCCCCOS(=O)(=O)C. Cell line: SF-295. Synergy scores: CSS=14.1, Synergy_ZIP=-7.81, Synergy_Bliss=-4.45, Synergy_Loewe=-46.8, Synergy_HSA=-5.17. (6) Drug 1: CC1=C2C(C(=O)C3(C(CC4C(C3C(C(C2(C)C)(CC1OC(=O)C(C(C5=CC=CC=C5)NC(=O)OC(C)(C)C)O)O)OC(=O)C6=CC=CC=C6)(CO4)OC(=O)C)O)C)O. Drug 2: C1=CC=C(C(=C1)C(C2=CC=C(C=C2)Cl)C(Cl)Cl)Cl. Cell line: SK-MEL-28. Synergy scores: CSS=1.29, Synergy_ZIP=1.21, Synergy_Bliss=6.57, Synergy_Loewe=1.48, Synergy_HSA=3.08. (7) Drug 1: CC1=C2C(C(=O)C3(C(CC4C(C3C(C(C2(C)C)(CC1OC(=O)C(C(C5=CC=CC=C5)NC(=O)OC(C)(C)C)O)O)OC(=O)C6=CC=CC=C6)(CO4)OC(=O)C)O)C)O. Drug 2: B(C(CC(C)C)NC(=O)C(CC1=CC=CC=C1)NC(=O)C2=NC=CN=C2)(O)O. Cell line: NCI/ADR-RES. Synergy scores: CSS=20.6, Synergy_ZIP=-13.3, Synergy_Bliss=-16.3, Synergy_Loewe=-13.3, Synergy_HSA=-15.4.